Dataset: CYP2C9 inhibition data for predicting drug metabolism from PubChem BioAssay. Task: Regression/Classification. Given a drug SMILES string, predict its absorption, distribution, metabolism, or excretion properties. Task type varies by dataset: regression for continuous measurements (e.g., permeability, clearance, half-life) or binary classification for categorical outcomes (e.g., BBB penetration, CYP inhibition). Dataset: cyp2c9_veith. (1) The drug is CC(C)(C)N(NC(=O)Nc1ccc(Cl)c(Cl)c1)C(=O)c1ccccc1. The result is 1 (inhibitor). (2) The molecule is O=C1C[C@H]2OCC=C3CN4CC[C@]5(C(=O)O)[C@@H]4C[C@@H]3[C@@H]2[C@H]5N1. The result is 0 (non-inhibitor). (3) The compound is COc1cc2c(c(OC)c1OC)-c1ccc(O)c(=O)cc1[C@H](N)CC2. The result is 0 (non-inhibitor). (4) The molecule is CCN(CCO)CCO.Oc1c(Cl)c(Cl)c(Cl)c(Cl)c1Cl. The result is 1 (inhibitor).